From a dataset of Full USPTO retrosynthesis dataset with 1.9M reactions from patents (1976-2016). Predict the reactants needed to synthesize the given product. (1) Given the product [CH3:1][O:2][C:3](=[O:20])[CH2:4][N:5]1[C:9](=[O:10])[N:8]([CH2:11][C:12]2[CH:17]=[CH:16][CH:15]=[C:14]([F:18])[CH:13]=2)[C:7]([C:23]2[CH:24]=[CH:25][CH:26]=[CH:27][C:22]=2[OH:21])=[N:6]1, predict the reactants needed to synthesize it. The reactants are: [CH3:1][O:2][C:3](=[O:20])[CH2:4][N:5]1[C:9](=[O:10])[N:8]([CH2:11][C:12]2[CH:17]=[CH:16][CH:15]=[C:14]([F:18])[CH:13]=2)[C:7](Br)=[N:6]1.[OH:21][C:22]1[CH:27]=[CH:26][CH:25]=[CH:24][C:23]=1B(O)O. (2) The reactants are: [CH2:1]([O:3][C:4](=[O:17])/[CH:5]=[C:6](/[O:8][C:9]1[CH:14]=[CH:13][CH:12]=[C:11]([CH3:15])[C:10]=1[CH3:16])\[CH3:7])[CH3:2].[Br:18]N1C(=O)CCC1=O.C(OOC(=O)C1C=CC=CC=1)(=O)C1C=CC=CC=1. Given the product [CH2:1]([O:3][C:4](=[O:17])/[CH:5]=[C:6](/[O:8][C:9]1[CH:14]=[CH:13][CH:12]=[C:11]([CH3:15])[C:10]=1[CH3:16])\[CH2:7][Br:18])[CH3:2], predict the reactants needed to synthesize it. (3) Given the product [Cl:1][C:2]1[CH:10]=[C:9]2[C:5]([C:6]([C:11]([N:13]3[CH2:18][CH2:17][CH:16]([C:19]4[CH:24]=[CH:23][CH:22]=[CH:21][C:20]=4[O:25][CH3:26])[CH2:15][CH2:14]3)=[O:12])=[CH:7][N:8]2[CH2:28][CH2:29][NH:30][CH3:31])=[CH:4][CH:3]=1, predict the reactants needed to synthesize it. The reactants are: [Cl:1][C:2]1[CH:10]=[C:9]2[C:5]([C:6]([C:11]([N:13]3[CH2:18][CH2:17][CH:16]([C:19]4[CH:24]=[CH:23][CH:22]=[CH:21][C:20]=4[O:25][CH3:26])[CH2:15][CH2:14]3)=[O:12])=[CH:7][NH:8]2)=[CH:4][CH:3]=1.Cl[CH2:28][CH2:29][NH:30][CH3:31]. (4) Given the product [C:1]([NH:5][C:6]1[O:7][C:8]([C:11]2[CH:12]=[C:13]3[C:17](=[CH:18][CH:19]=2)[N:16]([S:20]([C:23]2[CH:29]=[CH:28][C:26]([CH3:27])=[CH:25][CH:24]=2)(=[O:22])=[O:21])[CH:15]=[C:14]3[C:40]2[N:45]=[C:44]([CH2:46][CH3:47])[C:43]([F:48])=[CH:42][N:41]=2)=[N:9][N:10]=1)([CH3:3])([CH3:4])[CH3:2], predict the reactants needed to synthesize it. The reactants are: [C:1]([NH:5][C:6]1[O:7][C:8]([C:11]2[CH:12]=[C:13]3[C:17](=[CH:18][CH:19]=2)[N:16]([S:20]([C:23]2[CH:29]=[CH:28][C:26]([CH3:27])=[CH:25][CH:24]=2)(=[O:22])=[O:21])[CH:15]=[C:14]3B2OC(C)(C)C(C)(C)O2)=[N:9][N:10]=1)([CH3:4])([CH3:3])[CH3:2].Cl[C:40]1[N:45]=[C:44]([CH2:46][CH3:47])[C:43]([F:48])=[CH:42][N:41]=1.P([O-])([O-])([O-])=O.[K+].[K+].[K+]. (5) Given the product [CH:18]1([CH2:17][NH:16][C:14]([C:11]2[CH:12]=[CH:13][C:8]([C:6]3[C:5]([CH3:21])=[CH:4][CH:3]=[C:2]([NH:1][C:27]([C:23]4[O:22][CH:26]=[CH:25][CH:24]=4)=[O:28])[CH:7]=3)=[CH:9][CH:10]=2)=[O:15])[CH2:20][CH2:19]1, predict the reactants needed to synthesize it. The reactants are: [NH2:1][C:2]1[CH:3]=[CH:4][C:5]([CH3:21])=[C:6]([C:8]2[CH:13]=[CH:12][C:11]([C:14]([NH:16][CH2:17][CH:18]3[CH2:20][CH2:19]3)=[O:15])=[CH:10][CH:9]=2)[CH:7]=1.[O:22]1[CH:26]=[CH:25][CH:24]=[C:23]1[C:27](O)=[O:28]. (6) Given the product [NH:8]1[C:7]2[CH:11]=[CH:12][C:4]([NH2:1])=[CH:5][C:6]=2[N:10]=[CH:9]1, predict the reactants needed to synthesize it. The reactants are: [N+:1]([C:4]1[CH:12]=[CH:11][C:7]2[NH:8][CH:9]=[N:10][C:6]=2[CH:5]=1)([O-])=O.